The task is: Predict the reactants needed to synthesize the given product.. This data is from Full USPTO retrosynthesis dataset with 1.9M reactions from patents (1976-2016). (1) Given the product [Cl:1][C:2]1[N:3]=[C:4]([N:17]2[CH2:22][CH2:21][O:20][CH2:19][CH2:18]2)[CH:5]=[C:6]([C:9]2[CH:14]=[CH:13][C:12]([F:15])=[C:11]([Cl:16])[CH:10]=2)[CH:7]=1, predict the reactants needed to synthesize it. The reactants are: [Cl:1][C:2]1[C:7](Cl)=[C:6]([C:9]2[CH:14]=[CH:13][C:12]([F:15])=[C:11]([Cl:16])[CH:10]=2)[CH:5]=[CH:4][N:3]=1.[NH:17]1[CH2:22][CH2:21][O:20][CH2:19][CH2:18]1. (2) Given the product [O-:1][N+:2]1[C:7]2[CH:8]=[C:9]3[C:14](=[CH:15][C:6]=2[N+:5]([O-:23])=[C:4]([NH:16][CH2:17][CH2:18][N:19]([CH3:21])[CH3:20])[N:3]=1)[CH2:13][CH2:12][CH2:11][CH2:10]3, predict the reactants needed to synthesize it. The reactants are: [O-:1][N+:2]1[C:7]2[CH:8]=[C:9]3[C:14](=[CH:15][C:6]=2[N:5]=[C:4]([NH:16][CH2:17][CH2:18][N:19]([CH3:21])[CH3:20])[N:3]=1)[CH2:13][CH2:12][CH2:11][CH2:10]3.C[OH:23].